Dataset: Forward reaction prediction with 1.9M reactions from USPTO patents (1976-2016). Task: Predict the product of the given reaction. (1) Given the reactants [OH-].[Na+].C1COCC1.[Cl:8][C:9]1[CH:10]=[CH:11][C:12]([CH2:31][N:32]([C:34]2[CH:39]=[CH:38][C:37]([C:40]3[CH:45]=[CH:44][C:43]([Cl:46])=[CH:42][CH:41]=3)=[CH:36][CH:35]=2)[CH3:33])=[C:13]([C:15]2[CH:16]=[CH:17][C:18]([C:21]([NH:23][CH2:24][CH2:25][C:26]([O:28]CC)=[O:27])=[O:22])=[N:19][CH:20]=2)[CH:14]=1, predict the reaction product. The product is: [Cl:8][C:9]1[CH:10]=[CH:11][C:12]([CH2:31][N:32]([C:34]2[CH:39]=[CH:38][C:37]([C:40]3[CH:41]=[CH:42][C:43]([Cl:46])=[CH:44][CH:45]=3)=[CH:36][CH:35]=2)[CH3:33])=[C:13]([C:15]2[CH:16]=[CH:17][C:18]([C:21]([NH:23][CH2:24][CH2:25][C:26]([OH:28])=[O:27])=[O:22])=[N:19][CH:20]=2)[CH:14]=1. (2) Given the reactants Br[C:2]1[C:3]([Cl:32])=[CH:4][C:5]([C:29](=[O:31])[NH2:30])=[C:6]([NH:8][CH2:9][C:10]([N:12]2[CH2:17][CH2:16][N:15]([CH:18]3[CH2:21][N:20]([C:22]([O:24][C:25]([CH3:28])([CH3:27])[CH3:26])=[O:23])[CH2:19]3)[CH2:14][CH2:13]2)=[O:11])[CH:7]=1.[CH:33]1(B(O)O)[CH2:35][CH2:34]1.C1(P(C2CCCCC2)C2CCCCC2)CCCCC1.[O-]P([O-])([O-])=O.[K+].[K+].[K+], predict the reaction product. The product is: [C:29]([C:5]1[CH:4]=[C:3]([Cl:32])[C:2]([CH:33]2[CH2:35][CH2:34]2)=[CH:7][C:6]=1[NH:8][CH2:9][C:10]([N:12]1[CH2:17][CH2:16][N:15]([CH:18]2[CH2:21][N:20]([C:22]([O:24][C:25]([CH3:28])([CH3:27])[CH3:26])=[O:23])[CH2:19]2)[CH2:14][CH2:13]1)=[O:11])(=[O:31])[NH2:30]. (3) Given the reactants Br[CH2:2][C:3]1[C:8]([F:9])=[C:7]([F:10])[C:6]([C:11]2[C:16]([F:17])=[C:15]([F:18])[C:14]([F:19])=[C:13]([F:20])[C:12]=2[F:21])=[C:5]([F:22])[C:4]=1[F:23].[F:24][C:25]([F:30])([F:29])[S:26]([O-:28])=[O:27].[Na+].O.C(OCC)(=O)C, predict the reaction product. The product is: [F:17][C:16]1[C:11]([C:6]2[C:7]([F:10])=[C:8]([F:9])[C:3]([CH2:2][S:26]([C:25]([F:30])([F:29])[F:24])(=[O:28])=[O:27])=[C:4]([F:23])[C:5]=2[F:22])=[C:12]([F:21])[C:13]([F:20])=[C:14]([F:19])[C:15]=1[F:18].